This data is from Forward reaction prediction with 1.9M reactions from USPTO patents (1976-2016). The task is: Predict the product of the given reaction. (1) Given the reactants [NH2:1][CH2:2][C:3]1[N:7]([C:8]2[CH:13]=[CH:12][C:11]([C:14]([NH:16][CH2:17][CH3:18])=[O:15])=[CH:10][CH:9]=2)[N:6]=[N:5][C:4]=1[C:19]([NH:21][CH:22]1[CH2:24][CH2:23]1)=[O:20].[C:25]([N:44]1[CH:48]=[CH:47][N:46]=[C:45]1[CH:49]=O)([C:38]1[CH:43]=[CH:42][CH:41]=[CH:40][CH:39]=1)([C:32]1[CH:37]=[CH:36][CH:35]=[CH:34][CH:33]=1)[C:26]1[CH:31]=[CH:30][CH:29]=[CH:28][CH:27]=1.C(O)(=O)C.C(O[BH-](OC(=O)C)OC(=O)C)(=O)C.[Na+].C(=O)([O-])O.[Na+], predict the reaction product. The product is: [CH:22]1([NH:21][C:19]([C:4]2[N:5]=[N:6][N:7]([C:8]3[CH:9]=[CH:10][C:11]([C:14]([NH:16][CH2:17][CH3:18])=[O:15])=[CH:12][CH:13]=3)[C:3]=2[CH2:2][NH:1][CH2:49][C:45]2[N:44]([C:25]([C:26]3[CH:31]=[CH:30][CH:29]=[CH:28][CH:27]=3)([C:32]3[CH:33]=[CH:34][CH:35]=[CH:36][CH:37]=3)[C:38]3[CH:43]=[CH:42][CH:41]=[CH:40][CH:39]=3)[CH:48]=[CH:47][N:46]=2)=[O:20])[CH2:24][CH2:23]1. (2) Given the reactants O[C:2]([CH:6]1[CH2:9][CH:8]([CH2:10][C:11]([OH:13])=[O:12])[C:7]1([CH3:15])[CH3:14])([C:4]#[CH:5])[CH3:3].C([SiH](CC)CC)C.FC(F)(F)C(O)=O, predict the reaction product. The product is: [CH2:3]=[C:2]([CH:6]1[CH2:9][CH:8]([CH2:10][C:11]([OH:13])=[O:12])[C:7]1([CH3:15])[CH3:14])[C:4]#[CH:5]. (3) Given the reactants [CH3:1][C:2]1[C:10]2[C:5](=[CH:6][CH:7]=[CH:8][C:9]=2[NH:11][C:12]([C:14]2[N:18]3[CH:19]=[CH:20][C:21]([CH2:23][CH:24]=O)=[CH:22][C:17]3=[N:16][CH:15]=2)=[O:13])[N:4]([CH2:26][C:27]2[CH:32]=[CH:31][CH:30]=[C:29]([CH3:33])[N:28]=2)[N:3]=1.[NH:34]1[CH2:38][CH2:37][CH2:36][CH2:35]1, predict the reaction product. The product is: [CH3:1][C:2]1[C:10]2[C:5](=[CH:6][CH:7]=[CH:8][C:9]=2[NH:11][C:12]([C:14]2[N:18]3[CH:19]=[CH:20][C:21]([CH2:23][CH2:24][N:34]4[CH2:38][CH2:37][CH2:36][CH2:35]4)=[CH:22][C:17]3=[N:16][CH:15]=2)=[O:13])[N:4]([CH2:26][C:27]2[CH:32]=[CH:31][CH:30]=[C:29]([CH3:33])[N:28]=2)[N:3]=1. (4) Given the reactants [N:1]([CH2:4][C:5]([C:8]1[CH:9]=[CH:10][CH:11]=[C:12]2[C:17]=1[N:16]=[CH:15][CH:14]=[CH:13]2)([F:7])[F:6])=[N+]=[N-], predict the reaction product. The product is: [F:7][C:5]([F:6])([C:8]1[CH:9]=[CH:10][CH:11]=[C:12]2[C:17]=1[N:16]=[CH:15][CH:14]=[CH:13]2)[CH2:4][NH2:1]. (5) Given the reactants [CH3:1][C:2]([C:12]1[C:20]2[O:19][CH2:18][CH2:17][C:16]=2[CH:15]=[CH:14][CH:13]=1)([CH3:11])[CH2:3][C:4]1([C:7]([F:10])([F:9])[F:8])[CH2:6][O:5]1.[CH2:21]([C:23]1[N:28]=[C:27]2[N:29]([C:32]3[CH:37]=[CH:36][N:35]=[CH:34][CH:33]=3)[N:30]=[CH:31][C:26]2=[C:25]([NH2:38])[N:24]=1)[CH3:22], predict the reaction product. The product is: [O:19]1[C:20]2[C:12]([C:2]([CH3:11])([CH3:1])[CH2:3][C:4]([CH2:6][NH:38][C:25]3[N:24]=[C:23]([CH2:21][CH3:22])[N:28]=[C:27]4[N:29]([C:32]5[CH:37]=[CH:36][N:35]=[CH:34][CH:33]=5)[N:30]=[CH:31][C:26]=34)([OH:5])[C:7]([F:10])([F:8])[F:9])=[CH:13][CH:14]=[CH:15][C:16]=2[CH2:17][CH2:18]1. (6) Given the reactants [CH3:1][C:2]1[CH:10]=[CH:9][CH:8]=[C:7]([CH3:11])[C:3]=1[C:4](O)=[O:5], predict the reaction product. The product is: [CH3:1][C:2]1[CH:10]=[CH:9][CH:8]=[C:7]([CH3:11])[C:3]=1[CH2:4][OH:5]. (7) Given the reactants [Br:1][C:2]1[CH:7]=[CH:6][C:5]([NH:8][C:9]2[CH:16]=[CH:15][C:12]([C:13]#[N:14])=[CH:11][CH:10]=2)=[CH:4][C:3]=1[CH3:17].[C:18](O[C:18]([O:20][C:21]([CH3:24])([CH3:23])[CH3:22])=[O:19])([O:20][C:21]([CH3:24])([CH3:23])[CH3:22])=[O:19], predict the reaction product. The product is: [Br:1][C:2]1[CH:7]=[CH:6][C:5]([N:8]([C:9]2[CH:16]=[CH:15][C:12]([C:13]#[N:14])=[CH:11][CH:10]=2)[C:18](=[O:19])[O:20][C:21]([CH3:24])([CH3:23])[CH3:22])=[CH:4][C:3]=1[CH3:17].